The task is: Regression/Classification. Given a drug SMILES string, predict its absorption, distribution, metabolism, or excretion properties. Task type varies by dataset: regression for continuous measurements (e.g., permeability, clearance, half-life) or binary classification for categorical outcomes (e.g., BBB penetration, CYP inhibition). Dataset: cyp3a4_veith.. This data is from CYP3A4 inhibition data for predicting drug metabolism from PubChem BioAssay. The drug is CC(C)n1nnnc1-c1cc(Cl)cc(Cl)c1. The result is 0 (non-inhibitor).